This data is from NCI-60 drug combinations with 297,098 pairs across 59 cell lines. The task is: Regression. Given two drug SMILES strings and cell line genomic features, predict the synergy score measuring deviation from expected non-interaction effect. Drug 1: CC(CN1CC(=O)NC(=O)C1)N2CC(=O)NC(=O)C2. Drug 2: CC1CCC2CC(C(=CC=CC=CC(CC(C(=O)C(C(C(=CC(C(=O)CC(OC(=O)C3CCCCN3C(=O)C(=O)C1(O2)O)C(C)CC4CCC(C(C4)OC)OCCO)C)C)O)OC)C)C)C)OC. Cell line: MDA-MB-435. Synergy scores: CSS=10.6, Synergy_ZIP=-4.87, Synergy_Bliss=-1.82, Synergy_Loewe=-7.01, Synergy_HSA=-2.09.